The task is: Predict the reactants needed to synthesize the given product.. This data is from Full USPTO retrosynthesis dataset with 1.9M reactions from patents (1976-2016). (1) Given the product [Br:1][C:2]1[S:11][C:10]2[S:9][C:8]3[CH:12]=[CH:13][CH:14]=[CH:15][C:7]=3[NH:6][C:5](=[S:26])[C:4]=2[CH:3]=1, predict the reactants needed to synthesize it. The reactants are: [Br:1][C:2]1[S:11][C:10]2[S:9][C:8]3[CH:12]=[CH:13][CH:14]=[CH:15][C:7]=3[NH:6][C:5](=O)[C:4]=2[CH:3]=1.COC1C=CC(P2(SP(C3C=CC(OC)=CC=3)(=S)S2)=[S:26])=CC=1. (2) Given the product [C:15]([CH2:16][C:2]1[CH:3]=[C:4]([CH:9]=[CH:10][CH:11]=1)[C:5]([O:7][CH3:8])=[O:6])#[N:17], predict the reactants needed to synthesize it. The reactants are: Br[C:2]1[CH:3]=[C:4]([CH:9]=[CH:10][CH:11]=1)[C:5]([O:7][CH3:8])=[O:6].[C-]#N.[K+].[C:15](#[N:17])[CH3:16]. (3) Given the product [CH:14]1([O:12][C:4]2[C:5]([N+:9]([O-:11])=[O:10])=[CH:6][CH:7]=[CH:8][C:3]=2[O:2][CH3:1])[CH2:18][CH2:17][CH2:16][CH2:15]1, predict the reactants needed to synthesize it. The reactants are: [CH3:1][O:2][C:3]1[CH:8]=[CH:7][CH:6]=[C:5]([N+:9]([O-:11])=[O:10])[C:4]=1[OH:12].Br[CH:14]1[CH2:18][CH2:17][CH2:16][CH2:15]1.C(=O)([O-])[O-].[Cs+].[Cs+].Cl. (4) Given the product [N:1]1([C:39]([C:38]2[CH:42]=[CH:43][CH:44]=[CH:45][C:37]=2[CH2:36][N:17]2[C:18]3[C:23](=[CH:22][CH:21]=[CH:20][CH:19]=3)[C:24]3([CH2:28][O:27][C:26]4[CH:29]=[C:30]5[C:34](=[CH:35][C:25]3=4)[CH2:33][CH2:32][O:31]5)[C:16]2=[O:15])=[O:40])[CH2:6][CH2:5][CH2:4][CH2:3][CH2:2]1, predict the reactants needed to synthesize it. The reactants are: [NH:1]1[CH2:6][CH2:5][CH2:4][CH2:3][CH2:2]1.C1(CN)CCCCC1.[O:15]=[C:16]1[C:24]2([CH2:28][O:27][C:26]3[CH:29]=[C:30]4[C:34](=[CH:35][C:25]2=3)[CH2:33][CH2:32][O:31]4)[C:23]2[C:18](=[CH:19][CH:20]=[CH:21][CH:22]=2)[N:17]1[CH2:36][C:37]1[CH:45]=[CH:44][CH:43]=[CH:42][C:38]=1[C:39](O)=[O:40].O=C1C2(COC3C=C4C(=CC2=3)CCO4)C2C(=CC=CC=2)N1CC1C=C(C=CC=1)C(O)=O. (5) Given the product [C:19]([C:16]1[N:17]([CH3:18])[C:13]([C:10]2[CH:11]=[CH:12][C:7]([NH:6][S:2]([CH3:1])(=[O:4])=[O:3])=[C:8]([O:21][C:22]([F:24])([F:25])[F:23])[CH:9]=2)=[CH:14][CH:15]=1)#[N:20], predict the reactants needed to synthesize it. The reactants are: [CH3:1][S:2](Cl)(=[O:4])=[O:3].[NH2:6][C:7]1[CH:12]=[CH:11][C:10]([C:13]2[N:17]([CH3:18])[C:16]([C:19]#[N:20])=[CH:15][CH:14]=2)=[CH:9][C:8]=1[O:21][C:22]([F:25])([F:24])[F:23].